From a dataset of NCI-60 drug combinations with 297,098 pairs across 59 cell lines. Regression. Given two drug SMILES strings and cell line genomic features, predict the synergy score measuring deviation from expected non-interaction effect. Drug 1: C1=C(C(=O)NC(=O)N1)F. Drug 2: C1=NC(=NC(=O)N1C2C(C(C(O2)CO)O)O)N. Cell line: PC-3. Synergy scores: CSS=37.4, Synergy_ZIP=-1.08, Synergy_Bliss=-0.312, Synergy_Loewe=-0.185, Synergy_HSA=2.18.